From a dataset of Forward reaction prediction with 1.9M reactions from USPTO patents (1976-2016). Predict the product of the given reaction. Given the reactants C1(C)C=CC(S([O-])(=O)=O)=CC=1.[NH+]1C=CC=CC=1.[C:18]([C:22]1[CH:23]=[C:24]([NH:43][C:44]([NH:46][C@@H:47]2[C:56]3[C:51](=[CH:52][CH:53]=[CH:54][CH:55]=3)[C@H:50]([O:57][C:58]3[CH:59]=[CH:60][C:61]4[N:62]([C:64]([CH:67]([CH3:69])[CH3:68])=[N:65][N:66]=4)[CH:63]=3)[CH2:49][CH2:48]2)=[O:45])[N:25]([C:27]2[CH:32]=[CH:31][CH:30]=[C:29]([O:33][CH2:34][CH2:35][O:36]C3CCCCO3)[CH:28]=2)[N:26]=1)([CH3:21])([CH3:20])[CH3:19], predict the reaction product. The product is: [C:18]([C:22]1[CH:23]=[C:24]([NH:43][C:44]([NH:46][C@@H:47]2[C:56]3[C:51](=[CH:52][CH:53]=[CH:54][CH:55]=3)[C@H:50]([O:57][C:58]3[CH:59]=[CH:60][C:61]4[N:62]([C:64]([CH:67]([CH3:69])[CH3:68])=[N:65][N:66]=4)[CH:63]=3)[CH2:49][CH2:48]2)=[O:45])[N:25]([C:27]2[CH:32]=[CH:31][CH:30]=[C:29]([O:33][CH2:34][CH2:35][OH:36])[CH:28]=2)[N:26]=1)([CH3:21])([CH3:20])[CH3:19].